From a dataset of Forward reaction prediction with 1.9M reactions from USPTO patents (1976-2016). Predict the product of the given reaction. (1) Given the reactants C([O-])([O-])=[O:2].[K+].[K+].[CH2:7]([NH:14][CH:15]1[CH2:20][CH2:19][CH:18]([O:21][C:22]2[CH:29]=[CH:28][C:25]([C:26]#[N:27])=[CH:24][N:23]=2)[CH2:17][CH2:16]1)[C:8]1[CH:13]=[CH:12][CH:11]=[CH:10][CH:9]=1.OO, predict the reaction product. The product is: [CH2:7]([NH:14][C@H:15]1[CH2:16][CH2:17][C@H:18]([O:21][C:22]2[CH:29]=[CH:28][C:25]([C:26]([NH2:27])=[O:2])=[CH:24][N:23]=2)[CH2:19][CH2:20]1)[C:8]1[CH:13]=[CH:12][CH:11]=[CH:10][CH:9]=1. (2) Given the reactants Br[C:2]1[CH:3]=[CH:4][C:5]2[N:9]=[CH:8][N:7]([C:10]3[CH:15]=[CH:14][N:13]=[C:12]([NH2:16])[N:11]=3)[C:6]=2[CH:17]=1.N1CCCCC1.[S:24]1[CH:28]=[CH:27][N:26]=[C:25]1[C:29]([OH:33])([C:31]#[CH:32])[CH3:30], predict the reaction product. The product is: [NH2:16][C:12]1[N:11]=[C:10]([N:7]2[C:6]3[CH:17]=[C:2]([C:32]#[C:31][C:29]([C:25]4[S:24][CH:28]=[CH:27][N:26]=4)([OH:33])[CH3:30])[CH:3]=[CH:4][C:5]=3[N:9]=[CH:8]2)[CH:15]=[CH:14][N:13]=1. (3) Given the reactants [CH2:1]([NH:5][C:6]1[C:11]([N+:12]([O-:14])=[O:13])=[CH:10][CH:9]=[C:8]([F:15])[C:7]=1[CH:16]=[CH2:17])[CH2:2]C=C, predict the reaction product. The product is: [F:15][C:8]1[C:7]2[CH:16]=[CH:17][CH2:2][CH2:1][NH:5][C:6]=2[C:11]([N+:12]([O-:14])=[O:13])=[CH:10][CH:9]=1.